Dataset: Forward reaction prediction with 1.9M reactions from USPTO patents (1976-2016). Task: Predict the product of the given reaction. (1) Given the reactants [Cl:1][C:2]1[CH:7]=[CH:6][C:5]([CH:8]([C:27]2[S:28][CH:29]=[CH:30][N:31]=2)[C:9]2[CH:14]=[CH:13][C:12]([NH:15][CH:16]=[C:17]3C(=O)OC(C)(C)[O:19][C:18]3=O)=[CH:11][CH:10]=2)=[CH:4][CH:3]=1.C1C=CC(C2C=CC=CC=2)=CC=1.C1C=CC(OC2C=CC=CC=2)=CC=1, predict the reaction product. The product is: [Cl:1][C:2]1[CH:3]=[CH:4][C:5]([CH:8]([C:27]2[S:28][CH:29]=[CH:30][N:31]=2)[C:9]2[CH:14]=[C:13]3[C:12](=[CH:11][CH:10]=2)[N:15]=[CH:16][CH:17]=[C:18]3[OH:19])=[CH:6][CH:7]=1. (2) The product is: [CH3:13][C:12]1[C:7]([NH:6][CH:1]2[CH2:2][CH2:3][N:24]([CH3:23])[CH2:4][CH2:5]2)=[N:8][C:9]([NH:15][CH2:16][C:17]2[CH:22]=[CH:21][CH:20]=[CH:19][N:18]=2)=[N:10][C:11]=1[CH3:14]. Given the reactants [CH:1]1([NH:6][C:7]2[C:12]([CH3:13])=[C:11]([CH3:14])[N:10]=[C:9]([NH:15][CH2:16][C:17]3[CH:22]=[CH:21][CH:20]=[CH:19][N:18]=3)[N:8]=2)[CH2:5][CH2:4][CH2:3][CH2:2]1.[CH3:23][N:24]1CCC(N)CC1, predict the reaction product.